Task: Predict the product of the given reaction.. Dataset: Forward reaction prediction with 1.9M reactions from USPTO patents (1976-2016) (1) The product is: [N:2]([CH2:3][CH2:4][CH2:5][C:6]([O:8][C:9]([CH3:12])([CH3:11])[CH3:10])=[O:7])=[C:14]=[O:16]. Given the reactants Cl.[NH2:2][CH2:3][CH2:4][CH2:5][C:6]([O:8][C:9]([CH3:12])([CH3:11])[CH3:10])=[O:7].Cl[C:14](Cl)([O:16]C(=O)OC(Cl)(Cl)Cl)Cl, predict the reaction product. (2) Given the reactants Cl[C:2]1[C:11]2[C:6](=[CH:7][C:8]3[O:15][CH2:14][CH:13]([CH2:16][O:17][CH3:18])[O:12][C:9]=3[CH:10]=2)[N:5]=[CH:4][N:3]=1.[F:19][C:20]([F:33])([F:32])[C:21]1[CH:22]=[C:23]([CH:25]=[C:26]([C:28]([F:31])([F:30])[F:29])[CH:27]=1)[NH2:24], predict the reaction product. The product is: [F:19][C:20]([F:32])([F:33])[C:21]1[CH:22]=[C:23]([NH:24][C:2]2[C:11]3[C:6](=[CH:7][C:8]4[O:15][CH2:14][CH:13]([CH2:16][O:17][CH3:18])[O:12][C:9]=4[CH:10]=3)[N:5]=[CH:4][N:3]=2)[CH:25]=[C:26]([C:28]([F:29])([F:31])[F:30])[CH:27]=1. (3) Given the reactants [CH2:1]=[CH:2][CH2:3][CH2:4][CH3:5], predict the reaction product. The product is: [CH2:1]=[CH:2][CH2:3][CH2:4][CH3:5].[CH3:1][CH2:2][CH2:3][CH2:4][CH3:5]. (4) Given the reactants [CH2:1]([O:3][C:4]([C:6]1[O:10][C:9]([C:11]2[O:15][C:14]3[CH:16]=[CH:17][CH:18]=[C:19]([O:20]C)[C:13]=3[CH:12]=2)=[N:8][N:7]=1)=[O:5])[CH3:2].B(Br)(Br)Br, predict the reaction product. The product is: [CH2:1]([O:3][C:4]([C:6]1[O:10][C:9]([C:11]2[O:15][C:14]3[CH:16]=[CH:17][CH:18]=[C:19]([OH:20])[C:13]=3[CH:12]=2)=[N:8][N:7]=1)=[O:5])[CH3:2]. (5) Given the reactants [N:1]([C@H:4]1[C@@H:9]([CH3:10])[CH2:8][N:7]([C:11]2[CH:16]=[CH:15][N:14]=[CH:13][C:12]=2[N:17]([C:25]([O:27][C:28]([CH3:31])([CH3:30])[CH3:29])=[O:26])[C:18]([O:20][C:21]([CH3:24])([CH3:23])[CH3:22])=[O:19])[CH2:6][C@H:5]1[NH:32][C:33]([O:35][C:36]([CH3:39])([CH3:38])[CH3:37])=[O:34])=[N+:2]=[N-:3].[CH:40](OC(=O)C)=[CH2:41], predict the reaction product. The product is: [C:36]([O:35][C:33]([NH:32][C@H:5]1[C@@H:4]([N:1]2[CH:41]=[CH:40][N:3]=[N:2]2)[C@@H:9]([CH3:10])[CH2:8][N:7]([C:11]2[CH:16]=[CH:15][N:14]=[CH:13][C:12]=2[N:17]([C:25]([O:27][C:28]([CH3:29])([CH3:31])[CH3:30])=[O:26])[C:18]([O:20][C:21]([CH3:24])([CH3:23])[CH3:22])=[O:19])[CH2:6]1)=[O:34])([CH3:38])([CH3:37])[CH3:39]. (6) Given the reactants [NH2:1][C:2]([C:4]1[CH:5]=[CH:6][CH:7]=[C:8]2[C:13]=1[N:12]=[CH:11][N:10]=[C:9]2[NH:14][CH2:15][C:16]1[CH:21]=[CH:20][C:19]([NH:22]C(=O)OC(C)(C)C)=[CH:18][CH:17]=1)=[O:3].Cl.CCOCC, predict the reaction product. The product is: [NH2:22][C:19]1[CH:18]=[CH:17][C:16]([CH2:15][NH:14][C:9]2[C:8]3[C:13](=[C:4]([C:2]([NH2:1])=[O:3])[CH:5]=[CH:6][CH:7]=3)[N:12]=[CH:11][N:10]=2)=[CH:21][CH:20]=1.